Predict the reaction yield, written as a fraction of the theoretical maximum amount of product (1.0 means a 100% yield; for example, 0.34 means a 34% yield). From a dataset of Reaction yield outcomes from USPTO patents with 853,638 reactions. The product is [Si:1]([O:8][C@@H:9]([C:25]1[CH:30]=[CH:29][CH:28]=[CH:27][C:26]=1[C:31]1[CH:36]=[CH:35][C:34]([Cl:37])=[CH:33][CH:32]=1)[CH:10]1[CH2:15][CH2:14][N:13]([C:16]2[CH:24]=[CH:23][C:19]([C:20]([NH:85][S:82]([C:79]3[CH:80]=[CH:81][C:76]([NH:75][C@H:66]([CH2:65][CH2:64][N:61]4[CH2:62][CH2:63][N:58]([CH2:57][CH2:56][O:55][Si:38]([C:51]([CH3:52])([CH3:53])[CH3:54])([C:45]5[CH:46]=[CH:47][CH:48]=[CH:49][CH:50]=5)[C:39]5[CH:44]=[CH:43][CH:42]=[CH:41][CH:40]=5)[CH2:59][CH2:60]4)[CH2:67][S:68][C:69]4[CH:74]=[CH:73][CH:72]=[CH:71][CH:70]=4)=[C:77]([S:86]([C:89]([F:90])([F:92])[F:91])(=[O:87])=[O:88])[CH:78]=3)(=[O:83])=[O:84])=[O:21])=[CH:18][CH:17]=2)[CH2:12][CH2:11]1)([C:4]([CH3:7])([CH3:6])[CH3:5])([CH3:3])[CH3:2]. The catalyst is CN(C1C=CN=CC=1)C. The reactants are [Si:1]([O:8][C@@H:9]([C:25]1[CH:30]=[CH:29][CH:28]=[CH:27][C:26]=1[C:31]1[CH:36]=[CH:35][C:34]([Cl:37])=[CH:33][CH:32]=1)[CH:10]1[CH2:15][CH2:14][N:13]([C:16]2[CH:24]=[CH:23][C:19]([C:20](O)=[O:21])=[CH:18][CH:17]=2)[CH2:12][CH2:11]1)([C:4]([CH3:7])([CH3:6])[CH3:5])([CH3:3])[CH3:2].[Si:38]([O:55][CH2:56][CH2:57][N:58]1[CH2:63][CH2:62][N:61]([CH2:64][CH2:65][C@@H:66]([NH:75][C:76]2[CH:81]=[CH:80][C:79]([S:82]([NH2:85])(=[O:84])=[O:83])=[CH:78][C:77]=2[S:86]([C:89]([F:92])([F:91])[F:90])(=[O:88])=[O:87])[CH2:67][S:68][C:69]2[CH:74]=[CH:73][CH:72]=[CH:71][CH:70]=2)[CH2:60][CH2:59]1)([C:51]([CH3:54])([CH3:53])[CH3:52])([C:45]1[CH:50]=[CH:49][CH:48]=[CH:47][CH:46]=1)[C:39]1[CH:44]=[CH:43][CH:42]=[CH:41][CH:40]=1.C(Cl)CCl. The yield is 1.00.